Dataset: Forward reaction prediction with 1.9M reactions from USPTO patents (1976-2016). Task: Predict the product of the given reaction. (1) Given the reactants Cl[C:2]1[C:11]2[C:6](=[CH:7][CH:8]=[C:9]([S:12][C:13]3[N:17]4[CH:18]=[C:19]([C:23]5[CH:24]=[N:25][N:26]([CH3:28])[CH:27]=5)[CH:20]=[C:21](F)[C:16]4=[N:15][N:14]=3)[CH:10]=2)[N:5]=[CH:4][C:3]=1[C:29]1[CH:30]=[N:31][N:32]([CH3:34])[CH:33]=1.[CH3:35][O-:36].[Na+].[CH3:38][OH:39], predict the reaction product. The product is: [CH3:35][O:36][C:2]1[C:11]2[C:6](=[CH:7][CH:8]=[C:9]([S:12][C:13]3[N:17]4[CH:18]=[C:19]([C:23]5[CH:24]=[N:25][N:26]([CH3:28])[CH:27]=5)[CH:20]=[C:21]([O:39][CH3:38])[C:16]4=[N:15][N:14]=3)[CH:10]=2)[N:5]=[CH:4][C:3]=1[C:29]1[CH:30]=[N:31][N:32]([CH3:34])[CH:33]=1. (2) Given the reactants [NH2:1][C:2]1[N:7]=[C:6]([C:8]2[CH:13]=[CH:12][C:11]([S:14]([CH3:17])(=[O:16])=[O:15])=[CH:10][CH:9]=2)[C:5]([C:18]2[CH:19]=[CH:20][C:21](=[O:27])[N:22]([CH:24]([CH3:26])[CH3:25])[N:23]=2)=[C:4](SC)[N:3]=1.[CH3:30][O-:31].[Na+], predict the reaction product. The product is: [NH2:1][C:2]1[N:3]=[C:4]([O:31][CH3:30])[C:5]([C:18]2[CH:19]=[CH:20][C:21](=[O:27])[N:22]([CH:24]([CH3:26])[CH3:25])[N:23]=2)=[C:6]([C:8]2[CH:13]=[CH:12][C:11]([S:14]([CH3:17])(=[O:16])=[O:15])=[CH:10][CH:9]=2)[N:7]=1.